The task is: Predict the reaction yield, written as a fraction of the theoretical maximum amount of product (1.0 means a 100% yield; for example, 0.34 means a 34% yield).. This data is from Reaction yield outcomes from USPTO patents with 853,638 reactions. (1) The reactants are Br[C:2]1[CH:3]=[C:4]2[CH:10]=[CH:9][NH:8][C:5]2=[N:6][CH:7]=1.[CH3:11][O:12][C:13]1[CH:14]=[C:15](B(O)O)[CH:16]=[C:17]([O:21][CH3:22])[C:18]=1[O:19][CH3:20].C([O-])([O-])=O.[Na+].[Na+].CCOC(C)=O. The catalyst is CC#N.Cl[Pd](Cl)([P](C1C=CC=CC=1)(C1C=CC=CC=1)C1C=CC=CC=1)[P](C1C=CC=CC=1)(C1C=CC=CC=1)C1C=CC=CC=1. The product is [CH3:22][O:21][C:17]1[CH:16]=[C:15]([C:2]2[CH:3]=[C:4]3[CH:10]=[CH:9][NH:8][C:5]3=[N:6][CH:7]=2)[CH:14]=[C:13]([O:12][CH3:11])[C:18]=1[O:19][CH3:20]. The yield is 0.840. (2) The reactants are [CH2:1]([C:5]1[N:6]=[C:7]([CH3:27])[NH:8][C:9](=[O:26])[C:10]=1[CH2:11][C:12]1[CH:17]=[CH:16][C:15]([C:18]2[C:19]([C:24]#[N:25])=[CH:20][CH:21]=[CH:22][CH:23]=2)=[CH:14][CH:13]=1)[CH2:2][CH2:3][CH3:4].[H-].[Na+].Br[CH2:31][CH2:32][C:33]1[CH:38]=[CH:37][C:36]([O:39][CH3:40])=[CH:35][CH:34]=1.[Cl-].O[NH3+:43].[C:44](=[O:47])([O-])[OH:45].[Na+]. The catalyst is C(OCC)(=O)C.CS(C)=O.CN(C)C=O. The product is [CH2:1]([C:5]1[N:6]=[C:7]([CH3:27])[N:8]([CH2:31][CH2:32][C:33]2[CH:38]=[CH:37][C:36]([O:39][CH3:40])=[CH:35][CH:34]=2)[C:9](=[O:26])[C:10]=1[CH2:11][C:12]1[CH:17]=[CH:16][C:15]([C:18]2[CH:23]=[CH:22][CH:21]=[CH:20][C:19]=2[C:24]2[NH:43][C:44](=[O:47])[O:45][N:25]=2)=[CH:14][CH:13]=1)[CH2:2][CH2:3][CH3:4]. The yield is 0.170. (3) The reactants are C[Si]([N-][Si](C)(C)C)(C)C.[K+].[F:11][CH:12]([F:24])[C:13]1[N:14]=[CH:15][N:16]([S:18]([N:21]([CH3:23])[CH3:22])(=[O:20])=[O:19])[CH:17]=1.C([C:27]([O:29][CH2:30][CH3:31])=[O:28])#N. The catalyst is C1COCC1.[NH4+].[Cl-]. The product is [F:24][CH:12]([F:11])[C:13]1[N:14]=[C:15]([C:27]([O:29][CH2:30][CH3:31])=[O:28])[N:16]([S:18](=[O:19])(=[O:20])[N:21]([CH3:22])[CH3:23])[CH:17]=1. The yield is 0.660. (4) The reactants are [CH3:1][O:2][C:3]1[CH:4]=[C:5]2[C:10](=[CH:11][C:12]=1[O:13][CH3:14])[N:9]=[CH:8][N:7]=[C:6]2[CH:15]1[CH2:20][CH2:19][N:18]([C:21](Cl)=[O:22])[CH2:17][CH2:16]1.[CH3:24][O:25][CH2:26][CH2:27][O:28][C:29]1[CH:34]=[CH:33][C:32]([NH2:35])=[CH:31][CH:30]=1.C(N(CC)CC)C. The catalyst is CS(C)=O. The product is [CH3:24][O:25][CH2:26][CH2:27][O:28][C:29]1[CH:34]=[CH:33][C:32]([NH:35][C:21]([N:18]2[CH2:19][CH2:20][CH:15]([C:6]3[C:5]4[C:10](=[CH:11][C:12]([O:13][CH3:14])=[C:3]([O:2][CH3:1])[CH:4]=4)[N:9]=[CH:8][N:7]=3)[CH2:16][CH2:17]2)=[O:22])=[CH:31][CH:30]=1. The yield is 0.230. (5) The reactants are [C:1]([O:5][C:6]([NH:8][CH2:9][CH2:10][CH2:11][CH2:12][CH2:13][CH2:14][N:15]1[CH:19]=[C:18]([C:20]2[N:25]=[C:24]([C:26]([O-:28])=O)[CH:23]=[CH:22][CH:21]=2)[CH:17]=[N:16]1)=[O:7])([CH3:4])([CH3:3])[CH3:2].[Li+].ClP(N1CCOC1=O)(N1CCOC1=O)=O.C(N(C(C)C)C(C)C)C.[CH3:54][O:55][C:56]([C:58]1[C:62]([NH2:63])=[CH:61][N:60]([CH:64]2[CH2:69][CH2:68][O:67][CH2:66][CH2:65]2)[N:59]=1)=[O:57]. The catalyst is CN(C=O)C.O. The product is [CH3:54][O:55][C:56]([C:58]1[C:62]([NH:63][C:26]([C:24]2[CH:23]=[CH:22][CH:21]=[C:20]([C:18]3[CH:17]=[N:16][N:15]([CH2:14][CH2:13][CH2:12][CH2:11][CH2:10][CH2:9][NH:8][C:6]([O:5][C:1]([CH3:2])([CH3:3])[CH3:4])=[O:7])[CH:19]=3)[N:25]=2)=[O:28])=[CH:61][N:60]([CH:64]2[CH2:69][CH2:68][O:67][CH2:66][CH2:65]2)[N:59]=1)=[O:57]. The yield is 0.385. (6) The reactants are [F:1][CH:2]([CH2:7][C:8]1[CH:13]=[C:12]([Br:14])[C:11]([O:15][C:16]2[CH:21]=[CH:20][C:19]([N+:22]([O-])=O)=[CH:18][CH:17]=2)=[C:10]([Br:25])[CH:9]=1)[C:3]([O:5][CH3:6])=[O:4]. The catalyst is CO.[Pd]. The product is [F:1][CH:2]([CH2:7][C:8]1[CH:9]=[C:10]([Br:25])[C:11]([O:15][C:16]2[CH:21]=[CH:20][C:19]([NH2:22])=[CH:18][CH:17]=2)=[C:12]([Br:14])[CH:13]=1)[C:3]([O:5][CH3:6])=[O:4]. The yield is 0.800. (7) The reactants are [CH2:1]([N:8]1[CH:16]=[C:15]2[C:10]([CH:11]=[C:12]([C:17]3[CH:18]=[C:19]([C:27]4[CH:32]=[CH:31][CH:30]=[C:29]([CH2:33]Br)[CH:28]=4)[N:20]4[C:25]=3[C:24]([NH2:26])=[N:23][CH:22]=[N:21]4)[CH:13]=[CH:14]2)=[N:9]1)[C:2]1[CH:7]=[CH:6][CH:5]=[CH:4][CH:3]=1.[NH:35]1[CH2:39][CH2:38][CH:37]([OH:40])[CH2:36]1.C(N(CC)CC)C. The catalyst is CN(C=O)C.[I-].[Na+]. The product is [NH2:26][C:24]1[C:25]2=[C:17]([C:12]3[CH:11]=[CH:10][C:15]4[C:14]([CH:13]=3)=[N:9][N:8]([CH2:1][C:2]3[CH:7]=[CH:6][CH:5]=[CH:4][CH:3]=3)[CH:16]=4)[CH:18]=[C:19]([C:27]3[CH:28]=[C:29]([CH:30]=[CH:31][CH:32]=3)[CH2:33][N:35]3[CH2:39][CH2:38][CH:37]([OH:40])[CH2:36]3)[N:20]2[N:21]=[CH:22][N:23]=1. The yield is 0.220. (8) The reactants are [F:1][C:2]([F:12])([F:11])[C:3]1[NH:8][C:7](=S)[NH:6][C:5](=[O:10])[CH:4]=1.ClCC(O)=[O:16].[S]. The catalyst is O. The product is [F:1][C:2]([F:12])([F:11])[C:3]1[NH:8][C:7](=[O:16])[NH:6][C:5](=[O:10])[CH:4]=1. The yield is 0.640. (9) The reactants are [Cl:1][C:2]1[CH:3]=[C:4]2[C:9](=[CH:10][C:11]=1[O:12][CH3:13])[CH:8]=[N:7][C:6]([NH:14][C:15]([NH:17][CH2:18][C@@:19]1([OH:27])[CH:24]3[CH2:25][CH2:26][N:21]([CH2:22][CH2:23]3)[CH2:20]1)=S)=[CH:5]2.C(=NC(C)C)=NC(C)C. The catalyst is CN(C=O)C. The product is [Cl:1][C:2]1[CH:3]=[C:4]2[C:9](=[CH:10][C:11]=1[O:12][CH3:13])[CH:8]=[N:7][C:6]([NH:14][C:15]1[O:27][C@:19]3([CH2:18][N:17]=1)[CH:24]1[CH2:25][CH2:26][N:21]([CH2:22][CH2:23]1)[CH2:20]3)=[CH:5]2. The yield is 0.240.